From a dataset of Catalyst prediction with 721,799 reactions and 888 catalyst types from USPTO. Predict which catalyst facilitates the given reaction. (1) Reactant: [OH:1][CH2:2][C:3]1[CH:8]=[CH:7][CH:6]=[CH:5][C:4]=1[OH:9].C(=O)([O-])[O-].[K+].[K+].I[CH2:17][CH2:18][CH2:19][CH3:20]. Product: [CH2:17]([O:9][C:4]1[CH:5]=[CH:6][CH:7]=[CH:8][C:3]=1[CH2:2][OH:1])[CH2:18][CH2:19][CH3:20]. The catalyst class is: 10. (2) Reactant: Cl[C:2]1[CH:10]=[CH:9][C:5]([C:6]([NH2:8])=[O:7])=[CH:4][N:3]=1.[F:11][C:12]1[CH:17]=[CH:16][C:15](B(O)O)=[CH:14][CH:13]=1.C(O)C.C(=O)([O-])[O-].[Na+].[Na+]. Product: [F:11][C:12]1[CH:17]=[CH:16][C:15]([C:2]2[CH:10]=[CH:9][C:5]([C:6]([NH2:8])=[O:7])=[CH:4][N:3]=2)=[CH:14][CH:13]=1. The catalyst class is: 109. (3) Reactant: [CH3:1][S:2][C:3]1[C:4]2[C:5]([CH2:12][C:13]3[CH:18]=[CH:17][C:16]([Cl:19])=[CH:15][CH:14]=3)=[CH:6][NH:7][C:8]=2[CH:9]=[CH:10][CH:11]=1.C1C(=O)N([Br:27])C(=O)C1. Product: [CH3:1][S:2][C:3]1[C:4]2[C:5]([CH2:12][C:13]3[CH:14]=[CH:15][C:16]([Cl:19])=[CH:17][CH:18]=3)=[C:6]([Br:27])[NH:7][C:8]=2[CH:9]=[CH:10][CH:11]=1. The catalyst class is: 53. (4) Reactant: ClC(Cl)(Cl)C([N:5]1[CH2:10][CH2:9][N:8]([C:11]2[CH:16]=[C:15]([S:17]([N:20]3[C:28]4[C:23](=[CH:24][C:25]([Br:29])=[CH:26][CH:27]=4)[CH:22]=[CH:21]3)(=[O:19])=[O:18])[CH:14]=[CH:13][C:12]=2[O:30][CH3:31])[CH2:7][CH2:6]1)=O.[OH-].[K+]. Product: [Br:29][C:25]1[CH:24]=[C:23]2[C:28](=[CH:27][CH:26]=1)[N:20]([S:17]([C:15]1[CH:14]=[CH:13][C:12]([O:30][CH3:31])=[C:11]([N:8]3[CH2:7][CH2:6][NH:5][CH2:10][CH2:9]3)[CH:16]=1)(=[O:19])=[O:18])[CH:21]=[CH:22]2. The catalyst class is: 1.